From a dataset of Full USPTO retrosynthesis dataset with 1.9M reactions from patents (1976-2016). Predict the reactants needed to synthesize the given product. Given the product [CH3:15][O:16][C:9]([C:6]1([OH:11])[CH2:7][CH2:8][N:3]([N:2]([CH3:12])[CH3:1])[CH2:4][CH2:5]1)=[O:13], predict the reactants needed to synthesize it. The reactants are: [CH3:1][N:2]([CH3:12])[N:3]1[CH2:8][CH2:7][C:6]([OH:11])([C:9]#N)[CH2:5][CH2:4]1.[OH-:13].[Na+].[C:15](=O)(O)[O-:16].[K+].